This data is from Full USPTO retrosynthesis dataset with 1.9M reactions from patents (1976-2016). The task is: Predict the reactants needed to synthesize the given product. Given the product [Cl:32][CH2:33][C:34]([N:14]([CH2:13][CH:8]1[C:9]2[C:4](=[C:3]([C:1]#[N:2])[CH:12]=[CH:11][CH:10]=2)[CH2:5][CH2:6][CH2:7]1)[CH2:15][CH2:16][NH:17][C:18](=[O:24])[O:19][C:20]([CH3:21])([CH3:23])[CH3:22])=[O:35], predict the reactants needed to synthesize it. The reactants are: [C:1]([C:3]1[CH:12]=[CH:11][CH:10]=[C:9]2[C:4]=1[CH2:5][CH2:6][CH2:7][CH:8]2[CH2:13][NH:14][CH2:15][CH2:16][NH:17][C:18](=[O:24])[O:19][C:20]([CH3:23])([CH3:22])[CH3:21])#[N:2].CCN(CC)CC.[Cl:32][CH2:33][C:34](Cl)=[O:35].